From a dataset of Forward reaction prediction with 1.9M reactions from USPTO patents (1976-2016). Predict the product of the given reaction. (1) Given the reactants [Br:1][CH2:2][CH2:3][O:4][C:5]1[CH:10]=[CH:9][C:8]([CH2:11][C:12]([OH:14])=O)=[CH:7][CH:6]=1.S(Cl)([Cl:17])=O, predict the reaction product. The product is: [Br:1][CH2:2][CH2:3][O:4][C:5]1[CH:10]=[CH:9][C:8]([CH2:11][C:12]([Cl:17])=[O:14])=[CH:7][CH:6]=1. (2) Given the reactants [NH2:1][C:2]1[CH:9]=[CH:8][C:7]([Cl:10])=[CH:6][C:3]=1[C:4]#[N:5].NC1C([C:18]#[N:19])=C(F)C(Br)=CC=1.C(OC([N:29]([CH:31]1[CH2:34][NH:33][CH2:32]1)[CH3:30])=O)(C)(C)C.[C:35]([N:42]1CCNCC1)(OC(C)(C)C)=O, predict the reaction product. The product is: [Cl:10][C:7]1[CH:8]=[CH:9][C:2]2[N:1]=[C:35]([N:33]3[CH2:32][CH:31]([NH:29][CH3:30])[CH2:34]3)[N:42]3[N:19]=[CH:18][N:5]=[C:4]3[C:3]=2[CH:6]=1. (3) Given the reactants [CH2:1]([O:8][CH2:9][CH:10]([NH:13][C:14](=[O:20])[O:15][C:16]([CH3:19])([CH3:18])[CH3:17])[CH:11]=O)[C:2]1[CH:7]=[CH:6][CH:5]=[CH:4][CH:3]=1.[F:21][C:22]1[CH:29]=[CH:28][C:25]([CH2:26][NH2:27])=[CH:24][CH:23]=1.C(O[BH-](OC(=O)C)OC(=O)C)(=O)C.[Na+].C([O-])(O)=O.[Na+], predict the reaction product. The product is: [CH2:1]([O:8][CH2:9][CH:10]([NH:13][C:14](=[O:20])[O:15][C:16]([CH3:19])([CH3:18])[CH3:17])[CH2:11][NH:27][CH2:26][C:25]1[CH:28]=[CH:29][C:22]([F:21])=[CH:23][CH:24]=1)[C:2]1[CH:7]=[CH:6][CH:5]=[CH:4][CH:3]=1.